From a dataset of Full USPTO retrosynthesis dataset with 1.9M reactions from patents (1976-2016). Predict the reactants needed to synthesize the given product. (1) Given the product [ClH:34].[NH:9]1[CH2:10][CH:11]([NH:13][C:14]([C:16]2[N:17]=[C:18]3[C:23]([C:24]([F:26])([F:25])[F:27])=[CH:22][C:21]([C:28]4[CH:32]=[CH:31][O:30][CH:29]=4)=[CH:20][N:19]3[C:33]=2[Cl:34])=[O:15])[CH2:12]1, predict the reactants needed to synthesize it. The reactants are: Cl.C(OC([N:9]1[CH2:12][CH:11]([NH:13][C:14]([C:16]2[N:17]=[C:18]3[C:23]([C:24]([F:27])([F:26])[F:25])=[CH:22][C:21]([C:28]4[CH:32]=[CH:31][O:30][CH:29]=4)=[CH:20][N:19]3[C:33]=2[Cl:34])=[O:15])[CH2:10]1)=O)(C)(C)C. (2) Given the product [F:1][C:2]1[CH:7]=[CH:6][C:5]([C:8]2[N:9]=[C:10]([C:13]3([CH2:21][NH:22][C:33](=[O:34])[C:32]4[CH:36]=[CH:37][CH:38]=[C:30]([C:27]5[N:26]=[C:25]([C:24]([F:40])([F:39])[F:23])[O:29][N:28]=5)[CH:31]=4)[CH2:18][CH2:17][O:16][C:15]([CH3:19])([CH3:20])[CH2:14]3)[S:11][CH:12]=2)=[CH:4][CH:3]=1, predict the reactants needed to synthesize it. The reactants are: [F:1][C:2]1[CH:7]=[CH:6][C:5]([C:8]2[N:9]=[C:10]([C:13]3([CH2:21][NH2:22])[CH2:18][CH2:17][O:16][C:15]([CH3:20])([CH3:19])[CH2:14]3)[S:11][CH:12]=2)=[CH:4][CH:3]=1.[F:23][C:24]([F:40])([F:39])[C:25]1[O:29][N:28]=[C:27]([C:30]2[CH:31]=[C:32]([CH:36]=[CH:37][CH:38]=2)[C:33](O)=[O:34])[N:26]=1.